From a dataset of Forward reaction prediction with 1.9M reactions from USPTO patents (1976-2016). Predict the product of the given reaction. (1) Given the reactants [CH2:1]([O:3][C:4]1[CH:5]=[C:6]2[C:11](=[CH:12][C:13]=1[O:14][CH2:15][CH3:16])[N:10]=[CH:9][NH:8][C:7]2=O)[CH3:2].O=P(Cl)(Cl)[Cl:20], predict the reaction product. The product is: [Cl:20][C:7]1[C:6]2[C:11](=[CH:12][C:13]([O:14][CH2:15][CH3:16])=[C:4]([O:3][CH2:1][CH3:2])[CH:5]=2)[N:10]=[CH:9][N:8]=1. (2) The product is: [CH3:1][CH2:2][O:3][C:4]([C:6]1[N:7]([C:23]([O:25][C:26]([CH3:27])([CH3:29])[CH3:28])=[O:24])[C:8]2[C:13]([CH:14]=1)=[C:12]([OH:15])[CH:11]=[CH:10][CH:9]=2)=[O:5]. Given the reactants [CH3:1][CH2:2][O:3][C:4]([C:6]1[N:7]([C:23]([O:25][C:26]([CH3:29])([CH3:28])[CH3:27])=[O:24])[C:8]2[C:13]([CH:14]=1)=[C:12]([O:15]CC1C=CC=CC=1)[CH:11]=[CH:10][CH:9]=2)=[O:5], predict the reaction product. (3) Given the reactants [Cl:1][C:2]1[N:3]=[C:4]([CH3:24])[N:5]([C:17]2[CH:22]=[CH:21][C:20]([CH3:23])=[CH:19][CH:18]=2)[C:6]=1[C:7]1[C:12]([F:13])=[CH:11][C:10]([O:14]C)=[CH:9][C:8]=1[F:16].BrB(Br)Br.Cl.C(=O)([O-])[O-].[Na+].[Na+], predict the reaction product. The product is: [Cl:1][C:2]1[N:3]=[C:4]([CH3:24])[N:5]([C:17]2[CH:22]=[CH:21][C:20]([CH3:23])=[CH:19][CH:18]=2)[C:6]=1[C:7]1[C:12]([F:13])=[CH:11][C:10]([OH:14])=[CH:9][C:8]=1[F:16]. (4) Given the reactants [CH3:1][O:2][CH2:3][N:4]1[C:9]2[CH:10]=[C:11]([CH2:14][C:15]([NH2:17])=[S:16])[CH:12]=[CH:13][C:8]=2[S:7][C:6]2[N:18]=[CH:19][CH:20]=[N:21][C:5]1=2.CI.[C:24](OCC)(=O)C.C(=O)([O-])[O-].[K+].[K+], predict the reaction product. The product is: [CH3:24][S:16][C:15](=[NH:17])[CH2:14][C:11]1[CH:12]=[CH:13][C:8]2[S:7][C:6]3[N:18]=[CH:19][CH:20]=[N:21][C:5]=3[N:4]([CH2:3][O:2][CH3:1])[C:9]=2[CH:10]=1. (5) Given the reactants Br[CH2:2][C:3]1[CH:8]=[CH:7][C:6]([C:9]([F:12])([F:11])[F:10])=[CH:5][CH:4]=1.C(=O)([O-])[O-].[K+].[K+].[F:19][C:20]1[CH:21]=[CH:22][C:23]([OH:53])=[C:24](/[CH:26]=[CH:27]/[CH:28]([CH2:41][CH2:42][C:43]2[CH:48]=[CH:47][C:46]([C:49]([O:51][CH3:52])=[O:50])=[CH:45][CH:44]=2)[CH2:29][CH2:30][C:31]2[CH:40]=[CH:39][C:34]([C:35]([O:37][CH3:38])=[O:36])=[CH:33][CH:32]=2)[CH:25]=1, predict the reaction product. The product is: [F:19][C:20]1[CH:21]=[CH:22][C:23]([O:53][CH2:2][C:3]2[CH:8]=[CH:7][C:6]([C:9]([F:12])([F:11])[F:10])=[CH:5][CH:4]=2)=[C:24](/[CH:26]=[CH:27]/[CH:28]([CH2:41][CH2:42][C:43]2[CH:48]=[CH:47][C:46]([C:49]([O:51][CH3:52])=[O:50])=[CH:45][CH:44]=2)[CH2:29][CH2:30][C:31]2[CH:40]=[CH:39][C:34]([C:35]([O:37][CH3:38])=[O:36])=[CH:33][CH:32]=2)[CH:25]=1.